Dataset: hERG Central: cardiac toxicity at 1µM, 10µM, and general inhibition. Task: Predict hERG channel inhibition at various concentrations. (1) The compound is CCn1c(C(=O)N2CCC(C(=O)NCc3cccs3)CC2)cc2sccc21. Results: hERG_inhib (hERG inhibition (general)): blocker. (2) The drug is O=C(NC(=O)c1ccccc1)OCC1CCCN2CCCCC12. Results: hERG_inhib (hERG inhibition (general)): blocker.